From a dataset of NCI-60 drug combinations with 297,098 pairs across 59 cell lines. Regression. Given two drug SMILES strings and cell line genomic features, predict the synergy score measuring deviation from expected non-interaction effect. (1) Drug 1: C1CCC(CC1)NC(=O)N(CCCl)N=O. Drug 2: CC12CCC3C(C1CCC2OP(=O)(O)O)CCC4=C3C=CC(=C4)OC(=O)N(CCCl)CCCl.[Na+]. Cell line: 786-0. Synergy scores: CSS=14.3, Synergy_ZIP=-9.58, Synergy_Bliss=-10.1, Synergy_Loewe=-20.4, Synergy_HSA=-9.86. (2) Drug 2: CC1CCCC2(C(O2)CC(NC(=O)CC(C(C(=O)C(C1O)C)(C)C)O)C(=CC3=CSC(=N3)C)C)C. Drug 1: CC1=C2C(C(=O)C3(C(CC4C(C3C(C(C2(C)C)(CC1OC(=O)C(C(C5=CC=CC=C5)NC(=O)OC(C)(C)C)O)O)OC(=O)C6=CC=CC=C6)(CO4)OC(=O)C)O)C)O. Synergy scores: CSS=32.4, Synergy_ZIP=0.464, Synergy_Bliss=0.942, Synergy_Loewe=-6.30, Synergy_HSA=-1.14. Cell line: CAKI-1. (3) Drug 1: C1=CC(=CC=C1CC(C(=O)O)N)N(CCCl)CCCl.Cl. Synergy scores: CSS=9.08, Synergy_ZIP=-3.73, Synergy_Bliss=0.425, Synergy_Loewe=-4.01, Synergy_HSA=-3.97. Cell line: SK-MEL-5. Drug 2: C1=NC2=C(N=C(N=C2N1C3C(C(C(O3)CO)O)O)F)N. (4) Drug 1: CS(=O)(=O)C1=CC(=C(C=C1)C(=O)NC2=CC(=C(C=C2)Cl)C3=CC=CC=N3)Cl. Drug 2: CCN(CC)CCNC(=O)C1=C(NC(=C1C)C=C2C3=C(C=CC(=C3)F)NC2=O)C. Cell line: KM12. Synergy scores: CSS=47.5, Synergy_ZIP=1.93, Synergy_Bliss=4.85, Synergy_Loewe=-1.14, Synergy_HSA=8.59. (5) Drug 1: CN1CCC(CC1)COC2=C(C=C3C(=C2)N=CN=C3NC4=C(C=C(C=C4)Br)F)OC. Drug 2: CCC1(CC2CC(C3=C(CCN(C2)C1)C4=CC=CC=C4N3)(C5=C(C=C6C(=C5)C78CCN9C7C(C=CC9)(C(C(C8N6C=O)(C(=O)OC)O)OC(=O)C)CC)OC)C(=O)OC)O.OS(=O)(=O)O. Cell line: RXF 393. Synergy scores: CSS=35.2, Synergy_ZIP=-2.41, Synergy_Bliss=1.91, Synergy_Loewe=-8.15, Synergy_HSA=3.36. (6) Drug 1: CC1=C(C(=CC=C1)Cl)NC(=O)C2=CN=C(S2)NC3=CC(=NC(=N3)C)N4CCN(CC4)CCO. Drug 2: CS(=O)(=O)CCNCC1=CC=C(O1)C2=CC3=C(C=C2)N=CN=C3NC4=CC(=C(C=C4)OCC5=CC(=CC=C5)F)Cl. Cell line: K-562. Synergy scores: CSS=83.7, Synergy_ZIP=22.9, Synergy_Bliss=23.1, Synergy_Loewe=-23.5, Synergy_HSA=15.3.